Dataset: Full USPTO retrosynthesis dataset with 1.9M reactions from patents (1976-2016). Task: Predict the reactants needed to synthesize the given product. (1) Given the product [CH2:1]([C:2]1[CH:11]=[CH:10][C:5]2=[N:6][C:7](=[O:9])[N:8]=[C:4]2[CH:3]=1)[CH2:21][CH2:22][CH2:23][CH3:24], predict the reactants needed to synthesize it. The reactants are: [CH3:1][C:2]1[CH:11]=[CH:10][C:5]2=[N:6][C:7](=[O:9])[N:8]=[C:4]2[CH:3]=1.[O-]CC.[Na+].CS(C)=O.Br[CH2:21][CH2:22][CH2:23][CH3:24]. (2) Given the product [Cl:28][C:26]1[CH:25]=[C:24]([F:29])[C:23]([C:30]2[N:34]=[C:33]([CH3:35])[O:32][N:31]=2)=[C:22]([C:20]2[CH:19]=[CH:18][C:17]3[CH:13]([NH:12][C:11]([C:8]4([NH2:7])[CH2:10][CH2:9]4)=[O:36])[CH2:14][O:15][C:16]=3[CH:21]=2)[CH:27]=1, predict the reactants needed to synthesize it. The reactants are: C(OC(=O)[NH:7][C:8]1([C:11](=[O:36])[NH:12][CH:13]2[C:17]3[CH:18]=[CH:19][C:20]([C:22]4[CH:27]=[C:26]([Cl:28])[CH:25]=[C:24]([F:29])[C:23]=4[C:30]4[N:34]=[C:33]([CH3:35])[O:32][N:31]=4)=[CH:21][C:16]=3[O:15][CH2:14]2)[CH2:10][CH2:9]1)(C)(C)C.FC(F)(F)C(O)=O. (3) Given the product [O:35]1[CH2:16][CH:15]1[C:10]1[CH:9]=[CH:8][C:7]([O:6][C:5]2[CH:17]=[CH:18][C:19]([C:21]([O:30][CH2:31][O:32][CH3:33])([C:22]([F:23])([F:24])[F:25])[C:26]([F:28])([F:27])[F:29])=[CH:20][C:4]=2[CH2:1][CH2:2][CH3:3])=[CH:14][C:11]=1[C:12]#[N:13], predict the reactants needed to synthesize it. The reactants are: [CH2:1]([C:4]1[CH:20]=[C:19]([C:21]([O:30][CH2:31][O:32][CH3:33])([C:26]([F:29])([F:28])[F:27])[C:22]([F:25])([F:24])[F:23])[CH:18]=[CH:17][C:5]=1[O:6][C:7]1[CH:8]=[CH:9][C:10]([CH:15]=[CH2:16])=[C:11]([CH:14]=1)[C:12]#[N:13])[CH2:2][CH3:3].C(=O)([O-])[OH:35].[Na+].ClC1C=C(C=CC=1)C(OO)=O.S([O-])([O-])=O.[Na+].[Na+].